From a dataset of Full USPTO retrosynthesis dataset with 1.9M reactions from patents (1976-2016). Predict the reactants needed to synthesize the given product. Given the product [C:1]([C:3]1[C:4]([CH3:28])=[C:5]2[C:10](=[CH:11][CH:12]=1)[CH:9]([CH2:13][CH2:14][CH2:15][C:16]([O:18][CH2:19][CH3:20])=[O:17])[N:8]([C:21]([O:23][C:24]([CH3:27])([CH3:26])[CH3:25])=[O:22])[CH2:7][CH2:6]2)#[N:2], predict the reactants needed to synthesize it. The reactants are: [C:1]([C:3]1[C:4]([CH3:28])=[C:5]2[C:10](=[CH:11][CH:12]=1)[CH:9]([CH2:13]/[CH:14]=[CH:15]/[C:16]([O:18][CH2:19][CH3:20])=[O:17])[N:8]([C:21]([O:23][C:24]([CH3:27])([CH3:26])[CH3:25])=[O:22])[CH2:7][CH2:6]2)#[N:2].